From a dataset of Reaction yield outcomes from USPTO patents with 853,638 reactions. Predict the reaction yield, written as a fraction of the theoretical maximum amount of product (1.0 means a 100% yield; for example, 0.34 means a 34% yield). (1) The reactants are Cl[C:2]1[CH:3]=[C:4]([CH:8]=[C:9]([O:11][CH:12]([CH3:14])[CH3:13])[N:10]=1)[C:5]([OH:7])=[O:6].[CH3:15][CH:16]([CH2:18][O-:19])[CH3:17].[Na+]. No catalyst specified. The product is [CH2:18]([O:19][C:2]1[CH:3]=[C:4]([CH:8]=[C:9]([O:11][CH:12]([CH3:14])[CH3:13])[N:10]=1)[C:5]([OH:7])=[O:6])[CH:16]([CH3:17])[CH3:15]. The yield is 0.250. (2) The reactants are F[C:2]1[CH:9]=[CH:8][C:5]([C:6]#[N:7])=[CH:4][CH:3]=1.[NH2:10][CH2:11][CH2:12][CH2:13][OH:14]. The catalyst is O. The product is [OH:14][CH2:13][CH2:12][CH2:11][NH:10][C:2]1[CH:9]=[CH:8][C:5]([C:6]#[N:7])=[CH:4][CH:3]=1. The yield is 0.970. (3) The reactants are [Cl:1][C:2]1[CH:21]=[CH:20][C:5]([CH:6]([O:14][C@H:15]2[CH2:19][CH2:18][NH:17][CH2:16]2)[C:7]2[CH:12]=[CH:11][C:10]([Cl:13])=[CH:9][CH:8]=2)=[CH:4][CH:3]=1.[CH:22]1([N:28]=[C:29]=[O:30])[CH2:27][CH2:26][CH2:25][CH2:24][CH2:23]1.C(N(CC)CC)C. The catalyst is ClCCl. The product is [Cl:1][C:2]1[CH:21]=[CH:20][C:5]([CH:6]([O:14][C@H:15]2[CH2:19][CH2:18][N:17]([C:29]([NH:28][CH:22]3[CH2:27][CH2:26][CH2:25][CH2:24][CH2:23]3)=[O:30])[CH2:16]2)[C:7]2[CH:8]=[CH:9][C:10]([Cl:13])=[CH:11][CH:12]=2)=[CH:4][CH:3]=1. The yield is 0.810. (4) The reactants are [CH3:1][N:2]1[CH:6]=[C:5]([C:7]2[N:12]=[C:11]([C:13]3[CH:14]=[N:15][N:16]([C:18]4([CH2:29][C:30]#[N:31])[CH2:21][N:20]([S:22]([C:25]([F:28])([F:27])[F:26])(=[O:24])=[O:23])[CH2:19]4)[CH:17]=3)[N:10]3[CH:32]=[CH:33][N:34]=[C:9]3[CH:8]=2)[CH:4]=[N:3]1.C([O-])(O)=O.[Na+].C(Cl)[Cl:41]. No catalyst specified. The product is [Cl:41][C:32]1[N:10]2[C:11]([C:13]3[CH:14]=[N:15][N:16]([C:18]4([CH2:29][C:30]#[N:31])[CH2:21][N:20]([S:22]([C:25]([F:28])([F:26])[F:27])(=[O:24])=[O:23])[CH2:19]4)[CH:17]=3)=[N:12][C:7]([C:5]3[CH:4]=[N:3][N:2]([CH3:1])[CH:6]=3)=[CH:8][C:9]2=[N:34][CH:33]=1. The yield is 0.170. (5) The reactants are [NH2:1][C:2]1[CH:7]=[CH:6][C:5]([OH:8])=[CH:4][CH:3]=1.O.CC(C)([O-])C.[K+].Cl[C:17]1[CH:22]=[CH:21][N:20]=[C:19]([CH3:23])[CH:18]=1. The catalyst is CN(C)C(=O)C. The product is [CH3:23][C:19]1[CH:18]=[C:17]([O:8][C:5]2[CH:6]=[CH:7][C:2]([NH2:1])=[CH:3][CH:4]=2)[CH:22]=[CH:21][N:20]=1. The yield is 0.640.